From a dataset of Catalyst prediction with 721,799 reactions and 888 catalyst types from USPTO. Predict which catalyst facilitates the given reaction. (1) Reactant: [CH3:1][O:2][C:3](=[O:14])[CH2:4][CH:5]1[CH2:12][CH:11]2[NH:13][CH:7]([CH2:8][O:9][CH2:10]2)[CH2:6]1.C(N(CC)CC)C.Cl[C:23]([O:25][CH2:26][C:27]1[CH:32]=[CH:31][CH:30]=[CH:29][CH:28]=1)=[O:24]. Product: [CH2:26]([O:25][C:23]([N:13]1[CH:7]2[CH2:6][CH:5]([CH2:4][C:3]([O:2][CH3:1])=[O:14])[CH2:12][CH:11]1[CH2:10][O:9][CH2:8]2)=[O:24])[C:27]1[CH:32]=[CH:31][CH:30]=[CH:29][CH:28]=1. The catalyst class is: 4. (2) Reactant: [CH3:1][O:2][CH2:3][CH2:4][CH2:5][N:6]1[CH2:11][CH2:10][N:9]2[N:12]=[C:13]([N+:15]([O-])=O)[CH:14]=[C:8]2[CH2:7]1.[H][H]. Product: [CH3:1][O:2][CH2:3][CH2:4][CH2:5][N:6]1[CH2:11][CH2:10][N:9]2[N:12]=[C:13]([NH2:15])[CH:14]=[C:8]2[CH2:7]1. The catalyst class is: 29.